Dataset: Cav3 T-type calcium channel HTS with 100,875 compounds. Task: Binary Classification. Given a drug SMILES string, predict its activity (active/inactive) in a high-throughput screening assay against a specified biological target. The compound is FC(F)(F)c1c(NC(=O)N2CCC(n3c4c([nH]c3=O)cccc4)CC2)cccc1. The result is 0 (inactive).